The task is: Predict the reaction yield, written as a fraction of the theoretical maximum amount of product (1.0 means a 100% yield; for example, 0.34 means a 34% yield).. This data is from Reaction yield outcomes from USPTO patents with 853,638 reactions. The reactants are [F:1][C:2]1[CH:7]=[CH:6][CH:5]=[C:4]([F:8])[C:3]=1[NH:9][C:10]1[CH:15]=[CH:14][C:13]([F:16])=[CH:12][C:11]=1[N+:17]([O-])=O.CCO[C:23]([CH3:25])=O.[CH3:26][OH:27]. The catalyst is [Pd]. The product is [F:1][C:2]1[CH:7]=[CH:6][CH:5]=[C:4]([F:8])[C:3]=1[N:9]1[C:10]2[C:11](=[CH:12][C:13]([F:16])=[CH:14][CH:15]=2)[N:17]=[C:3]([N:9]2[CH2:25][CH2:23][NH:17][CH2:11][CH2:10]2)[C:26]1=[O:27]. The yield is 0.920.